This data is from Forward reaction prediction with 1.9M reactions from USPTO patents (1976-2016). The task is: Predict the product of the given reaction. (1) Given the reactants [Si]([O:8][C:9]([CH3:40])([CH3:39])[CH2:10][N:11]1[CH:15]=[C:14]([C:16]2[CH:37]=[CH:36][C:19]3[C:20]4[N:21]([CH:25]=[C:26]([C:28]5[N:32]([CH:33]([CH3:35])[CH3:34])[N:31]=[CH:30][N:29]=5)[N:27]=4)[CH2:22][CH2:23][O:24][C:18]=3[CH:17]=2)[N:13]=[C:12]1[CH3:38])(C(C)(C)C)(C)C.[F-].C([N+](CCCC)(CCCC)CCCC)CCC, predict the reaction product. The product is: [CH:33]([N:32]1[C:28]([C:26]2[N:27]=[C:20]3[C:19]4[CH:36]=[CH:37][C:16]([C:14]5[N:13]=[C:12]([CH3:38])[N:11]([CH2:10][C:9]([CH3:40])([OH:8])[CH3:39])[CH:15]=5)=[CH:17][C:18]=4[O:24][CH2:23][CH2:22][N:21]3[CH:25]=2)=[N:29][CH:30]=[N:31]1)([CH3:35])[CH3:34]. (2) The product is: [CH3:8][C:3]1[N:4]=[CH:5][CH:6]=[CH:7][C:2]=1[CH:17]=[O:18]. Given the reactants Br[C:2]1[C:3]([CH3:8])=[N:4][CH:5]=[CH:6][CH:7]=1.[Li]CCCC.CN([CH:17]=[O:18])C, predict the reaction product. (3) Given the reactants [Br:1][C:2]1[CH:10]=[C:9]2[C:5]([CH:6]=[CH:7][NH:8]2)=[CH:4][CH:3]=1.C[Si]([N-][Si](C)(C)C)(C)C.[Na+].Br[CH2:22][C:23]([O:25]CC)=[O:24].[CH2:28]1COC[CH2:29]1, predict the reaction product. The product is: [Br:1][C:2]1[CH:10]=[C:9]2[C:5]([CH:6]=[CH:7][N:8]2[CH2:28][CH2:29][CH2:22][C:23]([OH:25])=[O:24])=[CH:4][CH:3]=1. (4) The product is: [O:11]=[C:7]1[C:8]2[C:4](=[CH:3][C:2]([C:68]3[CH:69]=[C:70]([NH:74][CH:75]([C:79]4[CH:84]=[CH:83][CH:82]=[CH:81][CH:80]=4)[C:76]([NH2:78])=[O:77])[CH:71]=[N:72][CH:73]=3)=[CH:10][CH:9]=2)[CH2:5][NH:6]1. Given the reactants Br[C:2]1[CH:3]=[C:4]2[C:8](=[CH:9][CH:10]=1)[C:7](=[O:11])[NH:6][CH2:5]2.B1(B2OC(C)(C)C(C)(C)O2)OC(C)(C)C(C)(C)O1.C(P(C12CC3CC(CC(C3)C1)C2)C12CC3CC(CC(C3)C1)C2)CCC.C([O-])(=O)C.[K+].C(OC(C)C)(=O)C.Br[C:68]1[CH:69]=[C:70]([NH:74][CH:75]([C:79]2[CH:84]=[CH:83][CH:82]=[CH:81][CH:80]=2)[C:76]([NH2:78])=[O:77])[CH:71]=[N:72][CH:73]=1.C(=O)([O-])[O-].[K+].[K+], predict the reaction product. (5) Given the reactants Cl[CH2:2][C:3]([NH:5][C@H:6]([C:16]1[C:21]([C:22]2[CH:23]=[CH:24][C:25]([F:31])=[C:26]([CH:30]=2)[C:27]([NH2:29])=[O:28])=[CH:20][CH:19]=[CH:18][N:17]=1)[CH2:7][C:8]1[CH:13]=[C:12]([F:14])[CH:11]=[C:10]([F:15])[CH:9]=1)=[O:4].[CH2:32]([C:34]1[NH:38][N:37]=[C:36]([C:39]([F:42])([F:41])[F:40])[CH:35]=1)[CH3:33], predict the reaction product. The product is: [F:15][C:10]1[CH:9]=[C:8]([CH2:7][C@@H:6]([C:16]2[C:21]([C:22]3[CH:23]=[CH:24][C:25]([F:31])=[C:26]([CH:30]=3)[C:27]([NH2:29])=[O:28])=[CH:20][CH:19]=[CH:18][N:17]=2)[NH:5][C:3](=[O:4])[CH2:2][N:38]2[C:34]([CH2:32][CH3:33])=[CH:35][C:36]([C:39]([F:40])([F:41])[F:42])=[N:37]2)[CH:13]=[C:12]([F:14])[CH:11]=1. (6) Given the reactants Cl.[CH2:2]1[C:7]2([CH2:12][CH2:11][NH:10][CH2:9][CH2:8]2)[CH2:6][CH2:5][N:4]([C:13]([O:15][C:16]([CH3:19])([CH3:18])[CH3:17])=[O:14])[CH2:3]1.[Br:20][C:21]1[CH:29]=[CH:28][CH:27]=[CH:26][C:22]=1[C:23](O)=[O:24].CN(C(ON1N=NC2C=CC=CC1=2)=[N+](C)C)C.F[P-](F)(F)(F)(F)F.C(N(CC)CC)C, predict the reaction product. The product is: [Br:20][C:21]1[CH:29]=[CH:28][CH:27]=[CH:26][C:22]=1[C:23]([N:10]1[CH2:11][CH2:12][C:7]2([CH2:2][CH2:3][N:4]([C:13]([O:15][C:16]([CH3:19])([CH3:18])[CH3:17])=[O:14])[CH2:5][CH2:6]2)[CH2:8][CH2:9]1)=[O:24].